From a dataset of Full USPTO retrosynthesis dataset with 1.9M reactions from patents (1976-2016). Predict the reactants needed to synthesize the given product. (1) Given the product [NH2:24][C:12]1[CH:11]=[C:10]([CH:15]=[CH:14][C:13]=1[S:16][C:17]1[CH:22]=[CH:21][C:20]([OH:23])=[CH:19][CH:18]=1)[C:9]([NH:8][C:5]1[CH:6]=[CH:7][C:2]([Br:1])=[CH:3][CH:4]=1)=[O:27], predict the reactants needed to synthesize it. The reactants are: [Br:1][C:2]1[CH:7]=[CH:6][C:5]([NH:8][C:9](=[O:27])[C:10]2[CH:15]=[CH:14][C:13]([S:16][C:17]3[CH:22]=[CH:21][C:20]([OH:23])=[CH:19][CH:18]=3)=[C:12]([N+:24]([O-])=O)[CH:11]=2)=[CH:4][CH:3]=1.C(=O)([O-])[O-].[Na+].[Na+]. (2) Given the product [Br:1][C:2]1[CH:3]=[C:4]2[C:8](=[CH:9][C:10]=1[N+:11]([O-:13])=[O:12])[NH:7][CH2:6][CH2:5]2, predict the reactants needed to synthesize it. The reactants are: [Br:1][C:2]1[CH:3]=[C:4]2[C:8](=[CH:9][CH:10]=1)[NH:7][CH2:6][CH2:5]2.[N+:11]([O-])([O-:13])=[O:12].[K+]. (3) Given the product [C:24]([C:21]1[CH:22]=[C:23]2[C:18](=[CH:19][CH:20]=1)[NH:17][CH:16]=[C:15]2[CH2:14][CH2:13][CH2:12][N:40]1[CH2:41][CH2:42][N:37]([C:29]2[S:30][C:31]([C:32]([O:34][CH2:35][CH3:36])=[O:33])=[C:27]([CH3:26])[N:28]=2)[CH2:38][CH2:39]1)#[N:25], predict the reactants needed to synthesize it. The reactants are: CC1C=CC(S(O[CH2:12][CH2:13][CH2:14][C:15]2[C:23]3[C:18](=[CH:19][CH:20]=[C:21]([C:24]#[N:25])[CH:22]=3)[NH:17][CH:16]=2)(=O)=O)=CC=1.[CH3:26][C:27]1[N:28]=[C:29]([N:37]2[CH2:42][CH2:41][NH:40][CH2:39][CH2:38]2)[S:30][C:31]=1[C:32]([O:34][CH2:35][CH3:36])=[O:33].C(=O)([O-])[O-].[K+].[K+].[I-].[K+]. (4) Given the product [C:10]1([CH2:16][O:17][C:18]([C:20]2([NH:26][C:7]([N:3]3[CH2:4][CH2:5][NH:6][C:2]3=[O:1])=[O:8])[CH2:21][CH2:22][CH2:23][CH2:24][CH2:25]2)=[O:19])[CH:11]=[CH:12][CH:13]=[CH:14][CH:15]=1, predict the reactants needed to synthesize it. The reactants are: [O:1]=[C:2]1[NH:6][CH2:5][CH2:4][N:3]1[C:7](Cl)=[O:8].[C:10]1([CH2:16][O:17][C:18]([C:20]2([NH2:26])[CH2:25][CH2:24][CH2:23][CH2:22][CH2:21]2)=[O:19])[CH:15]=[CH:14][CH:13]=[CH:12][CH:11]=1.C(N(CC)CC)C. (5) Given the product [C:13]([O:12][C:11]([N:10]([CH2:9][CH2:8][C:5]1[CH:6]=[CH:7][C:2]([C:35]2[CH:36]=[CH:37][C:32]([C:30]([O:29][CH3:28])=[O:31])=[CH:33][CH:34]=2)=[CH:3][CH:4]=1)[CH2:18][C@@H:19]([C:21]1[CH:26]=[CH:25][CH:24]=[C:23]([Cl:27])[CH:22]=1)[OH:20])=[O:17])([CH3:16])([CH3:15])[CH3:14], predict the reactants needed to synthesize it. The reactants are: Br[C:2]1[CH:7]=[CH:6][C:5]([CH2:8][CH2:9][N:10]([CH2:18][C@@H:19]([C:21]2[CH:26]=[CH:25][CH:24]=[C:23]([Cl:27])[CH:22]=2)[OH:20])[C:11](=[O:17])[O:12][C:13]([CH3:16])([CH3:15])[CH3:14])=[CH:4][CH:3]=1.[CH3:28][O:29][C:30]([C:32]1[CH:37]=[CH:36][C:35](B(O)O)=[CH:34][CH:33]=1)=[O:31].C(=O)([O-])[O-].[Na+].[Na+]. (6) Given the product [CH3:37][C:34]1([CH3:36])[C:33]([CH3:38])([CH3:39])[O:32][B:31]([C:7]([CH:9]([CH3:11])[CH3:10])=[CH2:8])[O:35]1, predict the reactants needed to synthesize it. The reactants are: FC(F)(F)S(O[C:7]([CH:9]([CH3:11])[CH3:10])=[CH2:8])(=O)=O.[O-]C1C=CC=CC=1.[Na+].[B:31]1([B:31]2[O:35][C:34]([CH3:37])([CH3:36])[C:33]([CH3:39])([CH3:38])[O:32]2)[O:35][C:34]([CH3:37])([CH3:36])[C:33]([CH3:39])([CH3:38])[O:32]1.C1(P(C2C=CC=CC=2)C2C=CC=CC=2)C=CC=CC=1. (7) Given the product [CH3:35][O:36][C:4]1[CH:5]=[C:6]2[C:11](=[CH:12][CH:13]=1)[N:10]=[C:9]([NH:14][CH:15]1[CH2:20][CH2:19][CH2:18][CH:17]([NH:21][CH2:32][C:25]3[C:26]4[C:31](=[CH:30][CH:29]=[CH:28][CH:27]=4)[N:23]([CH3:22])[CH:24]=3)[CH2:16]1)[CH:8]=[C:7]2[CH3:38], predict the reactants needed to synthesize it. The reactants are: COC[C:4]1[CH:5]=[C:6]2[C:11](=[CH:12][CH:13]=1)[N:10]=[C:9]([NH:14][CH:15]1[CH2:20][CH2:19][CH2:18][CH:17]([NH2:21])[CH2:16]1)[CH:8]=[CH:7]2.[CH3:22][N:23]1[C:31]2[C:26](=[CH:27][CH:28]=[CH:29][CH:30]=2)[C:25]([CH:32]=O)=[CH:24]1.C[C:35](O)=[O:36].[CH2:38](Cl)Cl.CO. (8) Given the product [C:31]([NH:30][C@H:27]1[CH2:28][CH2:29][N:25]([C:2]2[N:7]3[N:8]=[CH:9][CH:10]=[C:6]3[N:5]=[C:4]([NH:12][C:13](=[O:24])[C:14]3[CH:19]=[CH:18][C:17]([C:20]([OH:23])([CH3:21])[CH3:22])=[CH:16][CH:15]=3)[CH:3]=2)[CH2:26]1)(=[O:33])[CH3:32], predict the reactants needed to synthesize it. The reactants are: Cl[C:2]1[N:7]2[N:8]=[C:9](C)[CH:10]=[C:6]2[N:5]=[C:4]([NH:12][C:13](=[O:24])[C:14]2[CH:19]=[CH:18][C:17]([C:20]([OH:23])([CH3:22])[CH3:21])=[CH:16][CH:15]=2)[CH:3]=1.[NH:25]1[CH2:29][CH2:28][C@H:27]([NH:30][C:31](=[O:33])[CH3:32])[CH2:26]1. (9) Given the product [CH2:34]([S:36]([N:22]1[CH2:21][CH2:20][CH:19]([N:18]2[C:12]3[CH:11]=[C:10]([O:9][CH2:8][CH2:7][N:1]4[CH2:2][CH2:3][CH2:4][CH2:5][CH2:6]4)[N:15]=[CH:14][C:13]=3[NH:16]/[C:17]/2=[N:25]\[C:26](=[O:33])[C:27]2[CH:32]=[CH:31][CH:30]=[CH:29][CH:28]=2)[CH2:24][CH2:23]1)(=[O:38])=[O:37])[CH3:35], predict the reactants needed to synthesize it. The reactants are: [N:1]1([CH2:7][CH2:8][O:9][C:10]2[N:15]=[CH:14][C:13]3[NH:16]/[C:17](=[N:25]\[C:26](=[O:33])[C:27]4[CH:32]=[CH:31][CH:30]=[CH:29][CH:28]=4)/[N:18]([CH:19]4[CH2:24][CH2:23][NH:22][CH2:21][CH2:20]4)[C:12]=3[CH:11]=2)[CH2:6][CH2:5][CH2:4][CH2:3][CH2:2]1.[CH2:34]([S:36](Cl)(=[O:38])=[O:37])[CH3:35].